This data is from Catalyst prediction with 721,799 reactions and 888 catalyst types from USPTO. The task is: Predict which catalyst facilitates the given reaction. (1) Reactant: [CH:1]([NH:3][C:4]1[CH:9]=[CH:8][CH:7]=[CH:6][CH:5]=1)=O.P12(SP3(SP(SP(S3)(S1)=S)(=S)S2)=S)=[S:11].[Cl:24][CH2:25][CH2:26][C:27](=O)[CH3:28].C([O-])([O-])=O.[Na+].[Na+]. Product: [Cl-:24].[C:4]1([N+:3]2[C:26]([CH3:25])=[C:27]([CH3:28])[S:11][CH:1]=2)[CH:9]=[CH:8][CH:7]=[CH:6][CH:5]=1. The catalyst class is: 38. (2) Reactant: [Br:1][C:2]1[CH:9]=[CH:8][C:5]([CH2:6]Br)=[CH:4][CH:3]=1.[CH3:10][S:11]([O:13][Na])=[O:12]. Product: [CH3:10][S:11]([CH2:6][C:5]1[CH:8]=[CH:9][C:2]([Br:1])=[CH:3][CH:4]=1)(=[O:13])=[O:12]. The catalyst class is: 8. (3) Reactant: [OH:1][CH:2]([C@H:4]1[N:9]([C:10]([O:12][CH2:13][C:14]2[CH:19]=[CH:18][CH:17]=[CH:16][CH:15]=2)=[O:11])[CH2:8][C@H:7]([C:20]([O:22][CH3:23])=[O:21])[CH2:6][CH2:5]1)[CH3:3]. Product: [C:2]([C@H:4]1[N:9]([C:10]([O:12][CH2:13][C:14]2[CH:15]=[CH:16][CH:17]=[CH:18][CH:19]=2)=[O:11])[CH2:8][C@H:7]([C:20]([O:22][CH3:23])=[O:21])[CH2:6][CH2:5]1)(=[O:1])[CH3:3]. The catalyst class is: 2.